Predict hERG channel inhibition at various concentrations. From a dataset of hERG Central: cardiac toxicity at 1µM, 10µM, and general inhibition. (1) The molecule is O=C(NCCc1ccc(Cl)cc1)C1CC(=O)N(CCc2ccccc2)C1. Results: hERG_inhib (hERG inhibition (general)): blocker. (2) Results: hERG_inhib (hERG inhibition (general)): blocker. The drug is COc1ccc(C(c2nnnn2Cc2cccs2)N2CCN(c3ccccc3)CC2)cc1OC. (3) The molecule is OCCC1CN(Cc2ccc(-n3cccn3)cc2)CCN1Cc1ccccc1. Results: hERG_inhib (hERG inhibition (general)): blocker. (4) The compound is CCCCN1C(=O)C(=O)N(CC(=O)N2N=C3/C(=C/c4ccco4)CCCC3C2c2ccco2)C1=O. Results: hERG_inhib (hERG inhibition (general)): blocker. (5) The compound is COc1ccc2nc(N(CCN(C)C)C(=O)/C=C/c3cccs3)sc2c1.Cl. Results: hERG_inhib (hERG inhibition (general)): blocker.